From a dataset of Peptide-MHC class I binding affinity with 185,985 pairs from IEDB/IMGT. Regression. Given a peptide amino acid sequence and an MHC pseudo amino acid sequence, predict their binding affinity value. This is MHC class I binding data. (1) The binding affinity (normalized) is 0.0847. The peptide sequence is AESICSYWL. The MHC is HLA-B46:01 with pseudo-sequence HLA-B46:01. (2) The MHC is HLA-A23:01 with pseudo-sequence HLA-A23:01. The peptide sequence is QFEEIRNLAL. The binding affinity (normalized) is 0.0771. (3) The peptide sequence is NTANQKPKEQH. The MHC is Mamu-B03 with pseudo-sequence Mamu-B03. The binding affinity (normalized) is 0. (4) The peptide sequence is MAQVHQGLM. The MHC is HLA-A68:02 with pseudo-sequence HLA-A68:02. The binding affinity (normalized) is 0.180. (5) The peptide sequence is FTENGPWMY. The MHC is HLA-B08:01 with pseudo-sequence HLA-B08:01. The binding affinity (normalized) is 0.0847.